Dataset: Reaction yield outcomes from USPTO patents with 853,638 reactions. Task: Predict the reaction yield, written as a fraction of the theoretical maximum amount of product (1.0 means a 100% yield; for example, 0.34 means a 34% yield). (1) The reactants are [Br:1]Br.[N:3]1[C:8]2[NH:9][CH2:10][CH2:11][CH2:12][O:13][C:7]=2[CH:6]=[CH:5][CH:4]=1.C([O-])([O-])=O.[K+].[K+]. The catalyst is C(Cl)Cl. The product is [Br:1][C:5]1[CH:4]=[N:3][C:8]2[NH:9][CH2:10][CH2:11][CH2:12][O:13][C:7]=2[CH:6]=1. The yield is 0.960. (2) The yield is 0.0100. No catalyst specified. The product is [OH:1][CH2:2][CH2:3][N:4]([CH:22]([CH3:24])[CH3:23])[C:5]([C:7]1[S:8][C:9]2[CH2:10][CH2:11][O:12][C:13]3[CH:20]=[CH:19][C:18]([C:31]4[C:26]([CH3:25])=[N:27][C:28]([NH2:41])=[N:29][CH:30]=4)=[CH:17][C:14]=3[C:15]=2[N:16]=1)=[O:6]. The reactants are [OH:1][CH2:2][CH2:3][N:4]([CH:22]([CH3:24])[CH3:23])[C:5]([C:7]1[S:8][C:9]2[CH2:10][CH2:11][O:12][C:13]3[CH:20]=[CH:19][C:18](Br)=[CH:17][C:14]=3[C:15]=2[N:16]=1)=[O:6].[CH3:25][C:26]1[C:31](B2OC(C)(C)C(C)(C)O2)=[CH:30][N:29]=[C:28]([NH2:41])[N:27]=1. (3) The reactants are OC1([C:10]2[CH:11]=[C:12]3[C:17](=[CH:18][CH:19]=2)[CH:16]=[C:15]([C:20]([NH:22][CH3:23])=[O:21])[CH:14]=[CH:13]3)C2N(C=NC=2)CC1. The catalyst is C(O)C. The product is [CH3:23][NH:22][C:20]([C:15]1[CH:14]=[CH:13][C:12]2[C:17](=[CH:18][CH:19]=[CH:10][CH:11]=2)[CH:16]=1)=[O:21]. The yield is 0.250. (4) The reactants are [CH3:1][C:2]1([CH3:20])[CH2:7][O:6][B:5](C2C=CC(CCCC(O)=O)=CC=2)[O:4][CH2:3]1.Br[C:22]1[CH:27]=[CH:26][C:25]([CH2:28][CH2:29][CH2:30][C:31]([NH:33][C:34]2[CH:39]=[CH:38][C:37]([S:40]([CH2:43][CH3:44])(=[O:42])=[O:41])=[C:36]([C:45]#[N:46])[CH:35]=2)=[O:32])=[C:24]([CH3:47])[CH:23]=1.CC1(C)COB(B2OCC(C)(C)CO2)OC1. No catalyst specified. The product is [C:45]([C:36]1[CH:35]=[C:34]([NH:33][C:31](=[O:32])[CH2:30][CH2:29][CH2:28][C:25]2[CH:26]=[CH:27][C:22]([B:5]3[O:6][CH2:7][C:2]([CH3:20])([CH3:1])[CH2:3][O:4]3)=[CH:23][C:24]=2[CH3:47])[CH:39]=[CH:38][C:37]=1[S:40]([CH2:43][CH3:44])(=[O:42])=[O:41])#[N:46]. The yield is 0.880. (5) The reactants are CS(Cl)(=O)=O.[CH2:6]([O:13][CH2:14][C@H:15]1[CH2:17][C@@H:16]1[CH2:18]O)[C:7]1[CH:12]=[CH:11][CH:10]=[CH:9][CH:8]=1.O.[C-:21]#[N:22].[K+]. The catalyst is C1COCC1. The product is [CH2:6]([O:13][CH2:14][C@H:15]1[CH2:17][C@@H:16]1[CH2:18][C:21]#[N:22])[C:7]1[CH:12]=[CH:11][CH:10]=[CH:9][CH:8]=1. The yield is 0.750. (6) The reactants are [NH2:1][CH2:2][C:3]([C:6]1[CH:24]=[CH:23][C:9]([C:10]([NH:12][C:13]2[N:14]=[C:15]3[CH:20]=[CH:19][C:18]([Cl:21])=[CH:17][N:16]3[CH:22]=2)=[O:11])=[CH:8][CH:7]=1)([CH3:5])[CH3:4].[C:25](O)(=[O:30])[CH:26]([CH2:28][OH:29])[OH:27].CCN=C=NCCCN(C)C.C1C=CC2N(O)N=NC=2C=1. No catalyst specified. The product is [Cl:21][C:18]1[CH:19]=[CH:20][C:15]2[N:16]([CH:22]=[C:13]([NH:12][C:10](=[O:11])[C:9]3[CH:8]=[CH:7][C:6]([C:3]([CH3:4])([CH3:5])[CH2:2][NH:1][C:28](=[O:29])[CH:26]([CH2:25][OH:30])[OH:27])=[CH:24][CH:23]=3)[N:14]=2)[CH:17]=1. The yield is 0.380. (7) The reactants are [C:1](=O)([O-])[O-].[K+].[K+].[Br:7][C:8]1[CH:16]=[CH:15][C:11]([C:12]([OH:14])=[O:13])=[C:10]([O:17][CH3:18])[N:9]=1.CI. The catalyst is CN(C)C=O.O.C(OCC)(=O)C. The product is [CH3:1][O:13][C:12](=[O:14])[C:11]1[CH:15]=[CH:16][C:8]([Br:7])=[N:9][C:10]=1[O:17][CH3:18]. The yield is 0.400. (8) The reactants are [Cl:1][C:2]1[CH:7]=[C:6](Cl)[CH:5]=[C:4]([Cl:9])[N:3]=1.[CH3:10][NH2:11]. No catalyst specified. The yield is 0.360. The product is [Cl:1][C:2]1[CH:7]=[C:6]([NH:11][CH3:10])[CH:5]=[C:4]([Cl:9])[N:3]=1. (9) The reactants are [F:1][C:2]1[C:7]([F:8])=[CH:6][C:5]([F:9])=[C:4]([F:10])[C:3]=1[CH2:11][CH:12]([NH:14][C:15]1[CH:20]=[CH:19][NH:18][C:17](=[O:21])[C:16]=1[C:22]1[NH:36][C:25]2=[CH:26][C:27]3[C:28](=[O:35])[N:29]([CH3:34])[C:30](=O)[C:31]=3[CH:32]=[C:24]2[N:23]=1)[CH3:13]. The catalyst is C(O)(=O)C.[Zn]. The product is [CH3:34][N:29]1[CH2:30][C:31]2[CH:32]=[C:24]3[NH:23][C:22]([C:16]4[C:17](=[O:21])[NH:18][CH:19]=[CH:20][C:15]=4[NH:14][CH:12]([CH3:13])[CH2:11][C:3]4[C:4]([F:10])=[C:5]([F:9])[CH:6]=[C:7]([F:8])[C:2]=4[F:1])=[N:36][C:25]3=[CH:26][C:27]=2[C:28]1=[O:35]. The yield is 0.626. (10) The reactants are [CH3:1][C:2]1[CH:7]=[C:6]([CH2:8][C:9]2[CH:14]=[CH:13][C:12]([O:15][CH2:16][O:17][CH3:18])=[C:11]([CH:19]([CH3:21])[CH3:20])[CH:10]=2)[C:5]([CH3:22])=[CH:4][C:3]=1[OH:23].CN.[I:26]I. The catalyst is CCO.O. The product is [CH3:1][C:2]1[CH:7]=[C:6]([CH2:8][C:9]2[CH:14]=[CH:13][C:12]([O:15][CH2:16][O:17][CH3:18])=[C:11]([CH:19]([CH3:20])[CH3:21])[CH:10]=2)[C:5]([CH3:22])=[C:4]([I:26])[C:3]=1[OH:23]. The yield is 0.640.